This data is from Full USPTO retrosynthesis dataset with 1.9M reactions from patents (1976-2016). The task is: Predict the reactants needed to synthesize the given product. (1) Given the product [CH2:15]([N:14]1[C:10]2[C:9]3[CH:8]=[CH:7][CH:6]=[CH:5][C:4]=3[N:3]=[C:2]([NH:22][O:21][CH3:20])[C:11]=2[N:12]=[CH:13]1)[CH:16]([CH3:18])[CH3:17], predict the reactants needed to synthesize it. The reactants are: Cl[C:2]1[C:11]2[N:12]=[CH:13][N:14]([CH2:15][CH:16]([CH3:18])[CH3:17])[C:10]=2[C:9]2[CH:8]=[CH:7][CH:6]=[CH:5][C:4]=2[N:3]=1.Cl.[CH3:20][O:21][NH2:22].C([O-])(=O)C.[Na+].[OH-].[Na+]. (2) Given the product [OH:33][C@H:24]([CH2:25][O:26][C:27]1[CH:32]=[CH:31][CH:30]=[CH:29][CH:28]=1)[CH2:23][NH:22][CH:17]1[CH2:18][CH2:19][N:14]([C:11]2[CH:12]=[CH:13][C:8]([CH:7]=[C:6]3[S:5][C:4](=[S:21])[NH:3][C:2]3=[O:1])=[CH:9][CH:10]=2)[CH2:15][CH2:16]1, predict the reactants needed to synthesize it. The reactants are: [O:1]=[C:2]1[C:6](=[CH:7][C:8]2[CH:13]=[CH:12][C:11]([N:14]3[CH2:19][CH2:18][C:17](=O)[CH2:16][CH2:15]3)=[CH:10][CH:9]=2)[S:5][C:4](=[S:21])[NH:3]1.[NH2:22][CH2:23][C@H:24]([OH:33])[CH2:25][O:26][C:27]1[CH:32]=[CH:31][CH:30]=[CH:29][CH:28]=1.C(O[BH-](OC(=O)C)OC(=O)C)(=O)C.[Na+].C(O)(=O)C.